This data is from Tox21: 12 toxicity assays (nuclear receptors and stress response pathways). The task is: Binary classification across 12 toxicity assays. (1) The drug is CO[C@]12C[C@@H](COC(=O)c3cncc(Br)c3)CN(C)[C@@H]1Cc1cn(C)c3cccc2c13. It tested positive (active) for: NR-AhR (Aryl hydrocarbon Receptor agonist activity). (2) The drug is C[C@@H]1C[C@H]2C3C[C@H](F)C4=CC(=O)C=CC4(C)[C@@]3(F)[C@@H](O)CC2(C)[C@@]1(O)C(=O)COC(=O)C(C)(C)C. It tested positive (active) for: NR-AR (Androgen Receptor agonist activity), NR-AR-LBD (Androgen Receptor Ligand Binding Domain agonist), and SR-MMP (Mitochondrial Membrane Potential disruption). (3) The molecule is C=CCCCCCCC=C. It tested positive (active) for: SR-HSE (Heat Shock Element response). (4) The drug is O=C(O)Cc1c(Cl)ccc(Cl)c1Cl. It tested positive (active) for: NR-PPAR-gamma (PPAR-gamma nuclear receptor agonist). (5) The molecule is c1ccc(C(O[C@@H]2CCCN(CCc3ccc4c(c3)OCO4)C2)c2ccccc2)cc1. It tested positive (active) for: NR-AhR (Aryl hydrocarbon Receptor agonist activity). (6) The drug is C#C[C@]1(OC(=O)CCCCCC)CC[C@H]2[C@@H]3CCC4=CC(=O)CC[C@@H]4[C@H]3CC[C@@]21C. It tested positive (active) for: NR-AR (Androgen Receptor agonist activity), NR-AR-LBD (Androgen Receptor Ligand Binding Domain agonist), NR-ER (Estrogen Receptor agonist activity), NR-ER-LBD (Estrogen Receptor Ligand Binding Domain agonist), and SR-MMP (Mitochondrial Membrane Potential disruption). (7) The molecule is C[C@]12CC[C@@H]3c4ccc(O)cc4CC[C@H]3[C@@H]1CC[C@@H]2OC(=O)CCC1CCCC1. It tested positive (active) for: NR-AR (Androgen Receptor agonist activity), NR-AR-LBD (Androgen Receptor Ligand Binding Domain agonist), NR-ER (Estrogen Receptor agonist activity), NR-ER-LBD (Estrogen Receptor Ligand Binding Domain agonist), and SR-MMP (Mitochondrial Membrane Potential disruption). (8) The drug is O=[N+]([O-])c1cccc(S(=O)(=O)NCCNS(=O)(=O)c2cccc([N+](=O)[O-])c2)c1. It tested positive (active) for: SR-ARE (Antioxidant Response Element (oxidative stress)). (9) The drug is CC[C@H](C)[C@@H](C(=O)O)n1sc2ccccc2c1=O. It tested positive (active) for: SR-ARE (Antioxidant Response Element (oxidative stress)).